From a dataset of Reaction yield outcomes from USPTO patents with 853,638 reactions. Predict the reaction yield, written as a fraction of the theoretical maximum amount of product (1.0 means a 100% yield; for example, 0.34 means a 34% yield). The reactants are [Cl:1][C:2]1[CH:3]=[C:4]([C:9](=[O:14])[C:10]([F:13])([F:12])[F:11])[CH:5]=[C:6]([Cl:8])[CH:7]=1.[BH4-].[Na+].[OH-].[Na+].[Cl-].[NH4+]. The catalyst is CO. The product is [Cl:1][C:2]1[CH:3]=[C:4]([CH:9]([OH:14])[C:10]([F:11])([F:12])[F:13])[CH:5]=[C:6]([Cl:8])[CH:7]=1. The yield is 0.790.